Predict the product of the given reaction. From a dataset of Forward reaction prediction with 1.9M reactions from USPTO patents (1976-2016). Given the reactants [CH2:1]([O:3][C:4]1[CH:11]=[CH:10][C:7]([CH:8]=O)=[CH:6][C:5]=1[N+:12]([O-:14])=[O:13])[CH3:2].[CH3:15][O:16][C:17]1[CH:18]=[C:19]([CH:23]=[CH:24][C:25]=1[O:26][CH3:27])[CH2:20][C:21]#[N:22], predict the reaction product. The product is: [CH3:15][O:16][C:17]1[CH:18]=[C:19](/[C:20](=[CH:8]/[C:7]2[CH:10]=[CH:11][C:4]([O:3][CH2:1][CH3:2])=[C:5]([N+:12]([O-:14])=[O:13])[CH:6]=2)/[C:21]#[N:22])[CH:23]=[CH:24][C:25]=1[O:26][CH3:27].